Dataset: Forward reaction prediction with 1.9M reactions from USPTO patents (1976-2016). Task: Predict the product of the given reaction. (1) Given the reactants [NH2:1][C:2]1[N:7]=[C:6]([N:8]2[CH2:13][CH2:12][CH2:11][C@H:10]([C:14]([OH:16])=O)[CH2:9]2)[CH:5]=[C:4]([C:17]2[CH:22]=[CH:21][C:20]([C:23]#[N:24])=[C:19]([F:25])[CH:18]=2)[N:3]=1.C(Cl)CCl.C1C=CC2N(O)N=NC=2C=1.[F:40][C:41]1[CH:42]=[C:43]([CH:45]=[CH:46][C:47]=1[F:48])[NH2:44], predict the reaction product. The product is: [NH2:1][C:2]1[N:7]=[C:6]([N:8]2[CH2:13][CH2:12][CH2:11][C@H:10]([C:14]([NH:44][C:43]3[CH:45]=[CH:46][C:47]([F:48])=[C:41]([F:40])[CH:42]=3)=[O:16])[CH2:9]2)[CH:5]=[C:4]([C:17]2[CH:22]=[CH:21][C:20]([C:23]#[N:24])=[C:19]([F:25])[CH:18]=2)[N:3]=1. (2) The product is: [CH3:5][C:2]([N:6]1[C:17](=[O:18])[CH2:16][C:15](=[O:20])[N:9]([C:10]([CH3:13])([CH3:14])[CH2:11][CH3:12])[C:7]1=[O:8])([CH3:1])[CH2:3][CH3:4]. Given the reactants [CH3:1][C:2]([NH:6][C:7]([NH:9][C:10]([CH3:14])([CH3:13])[CH2:11][CH3:12])=[O:8])([CH3:5])[CH2:3][CH3:4].[C:15](Cl)(=[O:20])[CH2:16][C:17](Cl)=[O:18], predict the reaction product. (3) Given the reactants Br[C:2]1[N:7]=[C:6]([CH2:8][CH:9]([CH:11]2[CH2:16][CH2:15][S:14](=[O:18])(=[O:17])[CH2:13][CH2:12]2)[OH:10])[CH:5]=[CH:4][CH:3]=1.[NH2:19][C:20]1[S:21][C:22]([C:28]2[C:33]([F:34])=[CH:32][C:31]([C:35]([OH:38])([CH3:37])[CH3:36])=[CH:30][C:29]=2[F:39])=[CH:23][C:24]=1[C:25]([NH2:27])=[O:26], predict the reaction product. The product is: [F:39][C:29]1[CH:30]=[C:31]([C:35]([OH:38])([CH3:37])[CH3:36])[CH:32]=[C:33]([F:34])[C:28]=1[C:22]1[S:21][C:20]([NH:19][C:2]2[CH:3]=[CH:4][CH:5]=[C:6]([CH2:8][CH:9]([CH:11]3[CH2:16][CH2:15][S:14](=[O:18])(=[O:17])[CH2:13][CH2:12]3)[OH:10])[N:7]=2)=[C:24]([C:25]([NH2:27])=[O:26])[CH:23]=1. (4) Given the reactants [F:1][C:2]1[CH:7]=[CH:6][C:5]([N:8]2[CH:11]([C:12]3[CH:17]=[CH:16][C:15]([O:18][CH2:19][CH2:20]OCF)=[CH:14][CH:13]=3)[CH:10]([CH2:24][CH2:25][CH:26]([C:28]3[CH:33]=[CH:32][C:31]([F:34])=[CH:30][C:29]=3F)[OH:27])[C:9]2=[O:36])=[C:4](F)[CH:3]=1.C(=O)([O-])[O-].[K+].[K+].[CH2:44]1[S:49](=[O:51])(=[O:50])[O:48]CC[CH2:45]1, predict the reaction product. The product is: [F:1][C:2]1[CH:7]=[CH:6][C:5]([N:8]2[C:9](=[O:36])[CH:10]([CH2:24][CH2:25][CH:26]([C:28]3[CH:33]=[CH:32][C:31]([F:34])=[CH:30][CH:29]=3)[OH:27])[CH:11]2[C:12]2[CH:17]=[CH:16][C:15]([O:18][CH2:19][CH2:20][CH2:45][CH2:44][S:49]([OH:51])(=[O:50])=[O:48])=[CH:14][CH:13]=2)=[CH:4][CH:3]=1. (5) Given the reactants [CH2:1]([N:3]1[CH:7]=[C:6]([C:8]2[CH:13]=[CH:12][N:11]=[C:10]3[NH:14][CH:15]=[CH:16][C:9]=23)[C:5]([C:17]2[CH:23]=[CH:22][C:20]([NH2:21])=[CH:19][CH:18]=2)=[N:4]1)[CH3:2].[Cl:24][C:25]1[CH:26]=[C:27]([N:31]=[C:32]=[O:33])[CH:28]=[CH:29][CH:30]=1, predict the reaction product. The product is: [Cl:24][C:25]1[CH:26]=[C:27]([NH:31][C:32]([NH:21][C:20]2[CH:22]=[CH:23][C:17]([C:5]3[C:6]([C:8]4[CH:13]=[CH:12][N:11]=[C:10]5[NH:14][CH:15]=[CH:16][C:9]=45)=[CH:7][N:3]([CH2:1][CH3:2])[N:4]=3)=[CH:18][CH:19]=2)=[O:33])[CH:28]=[CH:29][CH:30]=1. (6) Given the reactants [Br:1][C:2]1[CH:27]=[C:26]([F:28])[CH:25]=[CH:24][C:3]=1[O:4][C:5]1[C:6]([NH:20][C:21]([NH2:23])=[S:22])=[N:7][CH:8]=[C:9]([S:11][C:12]2[CH:17]=[CH:16][CH:15]=[C:14]([O:18][CH3:19])[CH:13]=2)[CH:10]=1.C(N(CC)CC)C.Br[CH2:37][C:38]([CH:40]1[CH2:45][CH2:44][N:43]([C:46]([O:48][C:49]([CH3:52])([CH3:51])[CH3:50])=[O:47])[CH2:42][CH2:41]1)=O, predict the reaction product. The product is: [Br:1][C:2]1[CH:27]=[C:26]([F:28])[CH:25]=[CH:24][C:3]=1[O:4][C:5]1[C:6]([NH:20][C:21]2[S:22][CH:37]=[C:38]([CH:40]3[CH2:41][CH2:42][N:43]([C:46]([O:48][C:49]([CH3:52])([CH3:51])[CH3:50])=[O:47])[CH2:44][CH2:45]3)[N:23]=2)=[N:7][CH:8]=[C:9]([S:11][C:12]2[CH:17]=[CH:16][CH:15]=[C:14]([O:18][CH3:19])[CH:13]=2)[CH:10]=1. (7) Given the reactants [CH3:1][NH2:2].CS(O[CH2:8][CH2:9][CH2:10][CH2:11][CH2:12][CH2:13][CH2:14][CH2:15][CH2:16][CH2:17]/[CH:18]=[CH:19]\[CH2:20]/[CH:21]=[CH:22]\[CH2:23][CH2:24][CH2:25][CH2:26][CH3:27])(=O)=O, predict the reaction product. The product is: [CH3:1][N:2]([CH2:27][CH2:26][CH2:25][CH2:24][CH2:23][CH2:22][CH2:21][CH2:20][CH2:19][CH2:18]/[CH:17]=[CH:16]\[CH2:15]/[CH:14]=[CH:13]\[CH2:12][CH2:11][CH2:10][CH2:9][CH3:8])[CH2:8][CH2:9][CH2:10][CH2:11][CH2:12][CH2:13][CH2:14][CH2:15][CH2:16][CH2:17]/[CH:18]=[CH:19]\[CH2:20]/[CH:21]=[CH:22]\[CH2:23][CH2:24][CH2:25][CH2:26][CH3:27]. (8) Given the reactants [CH2:1]([O:8][C:9]([C:11]1[C:19]2[C:14](=[CH:15][CH:16]=[CH:17][CH:18]=2)[NH:13][CH:12]=1)=[O:10])[C:2]1[CH:7]=[CH:6][CH:5]=[CH:4][CH:3]=1.[H-].[Na+].ClS([N:26]=[C:27]=[O:28])(=O)=O.C(O)(=O)C, predict the reaction product. The product is: [CH2:1]([O:8][C:9]([C:11]1[C:19]2[C:14](=[CH:15][CH:16]=[CH:17][CH:18]=2)[N:13]([C:27](=[O:28])[NH2:26])[CH:12]=1)=[O:10])[C:2]1[CH:7]=[CH:6][CH:5]=[CH:4][CH:3]=1.